This data is from Peptide-MHC class II binding affinity with 134,281 pairs from IEDB. The task is: Regression. Given a peptide amino acid sequence and an MHC pseudo amino acid sequence, predict their binding affinity value. This is MHC class II binding data. (1) The MHC is DRB5_0101 with pseudo-sequence DRB5_0101. The binding affinity (normalized) is 0.189. The peptide sequence is NESATILMTATPPGT. (2) The peptide sequence is YDKFLANVSTVLTNK. The MHC is DRB1_0101 with pseudo-sequence DRB1_0101. The binding affinity (normalized) is 0.911. (3) The peptide sequence is FWAEYEEEWR. The MHC is HLA-DQA10501-DQB10201 with pseudo-sequence HLA-DQA10501-DQB10201. The binding affinity (normalized) is 0.263. (4) The peptide sequence is VNWEVIIMDEAHFLD. The MHC is DRB1_0301 with pseudo-sequence DRB1_0301. The binding affinity (normalized) is 0.652. (5) The binding affinity (normalized) is 0.417. The MHC is DRB5_0101 with pseudo-sequence DRB5_0101. The peptide sequence is NYPIVQNLQGQMVHQAISPR. (6) The peptide sequence is RVWIEDNPNMIDKTP. The MHC is DRB1_1302 with pseudo-sequence DRB1_1302. The binding affinity (normalized) is 0.708.